From a dataset of Forward reaction prediction with 1.9M reactions from USPTO patents (1976-2016). Predict the product of the given reaction. (1) Given the reactants Cl[C:2]1[N:7]=[C:6]([CH2:8][N:9]2[C:17]3[C:12](=[CH:13][CH:14]=[CH:15][CH:16]=3)[C:11]3([C:29]4[C:20](=[CH:21][C:22]5[O:27][CH2:26][CH2:25][O:24][C:23]=5[CH:28]=4)[O:19][CH2:18]3)[C:10]2=[O:30])[CH:5]=[CH:4][CH:3]=1.CC(C)([O-])C.[Na+].[C:37](=[NH:50])([C:44]1[CH:49]=[CH:48][CH:47]=[CH:46][CH:45]=1)[C:38]1[CH:43]=[CH:42][CH:41]=[CH:40][CH:39]=1, predict the reaction product. The product is: [C:38]1([C:37](=[N:50][C:2]2[N:7]=[C:6]([CH2:8][N:9]3[C:17]4[C:12](=[CH:13][CH:14]=[CH:15][CH:16]=4)[C:11]4([C:29]5[C:20](=[CH:21][C:22]6[O:27][CH2:26][CH2:25][O:24][C:23]=6[CH:28]=5)[O:19][CH2:18]4)[C:10]3=[O:30])[CH:5]=[CH:4][CH:3]=2)[C:44]2[CH:45]=[CH:46][CH:47]=[CH:48][CH:49]=2)[CH:43]=[CH:42][CH:41]=[CH:40][CH:39]=1. (2) Given the reactants [O:1]=[C:2]1[NH:7][C:6]2[CH:8]=[C:9]([C:12]3[CH:13]([C:26]4[CH:31]=[CH:30][CH:29]=[CH:28][CH:27]=4)[S:14][C:15]4[C:20]([CH:21]=3)=[CH:19][CH:18]=[C:17]([C:22]([O:24]C)=[O:23])[CH:16]=4)[CH:10]=[CH:11][C:5]=2[O:4][CH2:3]1.[OH-].[Na+], predict the reaction product. The product is: [O:1]=[C:2]1[NH:7][C:6]2[CH:8]=[C:9]([C:12]3[CH:13]([C:26]4[CH:31]=[CH:30][CH:29]=[CH:28][CH:27]=4)[S:14][C:15]4[C:20]([CH:21]=3)=[CH:19][CH:18]=[C:17]([C:22]([OH:24])=[O:23])[CH:16]=4)[CH:10]=[CH:11][C:5]=2[O:4][CH2:3]1.